Dataset: Forward reaction prediction with 1.9M reactions from USPTO patents (1976-2016). Task: Predict the product of the given reaction. (1) The product is: [NH2:27][C@H:24]1[CH2:25][CH2:26][N:22]([C:3]2[C:2]([C:39]3[CH:40]=[N:35][CH:36]=[N:37][CH:38]=3)=[CH:7][C:6]([C:8]([NH:9][C:10]3[CH:11]=[CH:12][C:13]([O:16][C:17]([F:18])([F:20])[F:19])=[CH:14][CH:15]=3)=[O:21])=[CH:5][N:4]=2)[CH2:23]1. Given the reactants Br[C:2]1[C:3]([N:22]2[CH2:26][CH2:25][C@H:24]([NH:27]C(=O)OC(C)(C)C)[CH2:23]2)=[N:4][CH:5]=[C:6]([C:8](=[O:21])[NH:9][C:10]2[CH:15]=[CH:14][C:13]([O:16][C:17]([F:20])([F:19])[F:18])=[CH:12][CH:11]=2)[CH:7]=1.[N:35]1[CH:40]=[C:39](B(O)O)[CH:38]=[N:37][CH:36]=1, predict the reaction product. (2) Given the reactants [F:1][C:2]1[CH:7]=[CH:6][C:5]([NH:8][C:9]([C:11]2[C:15]([NH2:16])=[CH:14][NH:13][N:12]=2)=[O:10])=[CH:4][CH:3]=1.CCN=C=N[CH2:22][CH2:23][CH2:24][N:25]([CH3:27])C.C1C=CC2N([OH:37])N=NC=2C=1.CN([CH:41]=[O:42])C, predict the reaction product. The product is: [F:1][C:2]1[CH:3]=[CH:4][C:5]([NH:8][C:9]([C:11]2[C:15]([NH:16][C:41]([CH:24]3[CH2:23][CH2:22][C:27](=[O:37])[NH:25]3)=[O:42])=[CH:14][NH:13][N:12]=2)=[O:10])=[CH:6][CH:7]=1. (3) Given the reactants [Cl:1][C:2]1[N:6]([C:7]2[N:11]([CH3:12])[N:10]=[CH:9][C:8]=2[Cl:13])[CH:5]=[C:4]([C:14]([O:16]C)=[O:15])[CH:3]=1.[OH-].[Na+], predict the reaction product. The product is: [Cl:1][C:2]1[N:6]([C:7]2[N:11]([CH3:12])[N:10]=[CH:9][C:8]=2[Cl:13])[CH:5]=[C:4]([C:14]([OH:16])=[O:15])[CH:3]=1. (4) Given the reactants [F:1][C:2]1[CH:3]=[C:4]([OH:8])[CH:5]=[CH:6][CH:7]=1.[CH2:9]([O:11][C:12](=[O:17])[CH2:13][CH2:14][CH2:15]Br)[CH3:10].C(=O)([O-])[O-].[K+].[K+], predict the reaction product. The product is: [F:1][C:2]1[CH:3]=[C:4]([CH:5]=[CH:6][CH:7]=1)[O:8][CH2:15][CH2:14][CH2:13][C:12]([O:11][CH2:9][CH3:10])=[O:17]. (5) Given the reactants [NH2:1][C:2]1[N:10]=[C:9]([F:11])[CH:8]=[CH:7][C:3]=1[C:4]([OH:6])=O.[CH3:12][O:13][C:14]1[CH:19]=[CH:18][CH:17]=[CH:16][C:15]=1[O:20][C:21]1[CH:22]=[C:23]([CH:26]=[CH:27][CH:28]=1)[CH2:24][NH2:25].CN([P+](ON1N=NC2C=CC=CC1=2)(N(C)C)N(C)C)C.F[P-](F)(F)(F)(F)F.C(=O)(O)[O-].[Na+], predict the reaction product. The product is: [CH3:12][O:13][C:14]1[CH:19]=[CH:18][CH:17]=[CH:16][C:15]=1[O:20][C:21]1[CH:22]=[C:23]([CH2:24][NH:25][C:4](=[O:6])[C:3]2[CH:7]=[CH:8][C:9]([F:11])=[N:10][C:2]=2[NH2:1])[CH:26]=[CH:27][CH:28]=1. (6) Given the reactants [CH2:1]([N:3]1[C:7]2[CH:8]=[CH:9][C:10]([C:12](O)=[O:13])=[CH:11][C:6]=2[N:5]=[C:4]1[NH:15][C:16]1[S:17][C:18]2[CH:24]=[C:23]([O:25][C:26]([F:29])([F:28])[F:27])[CH:22]=[CH:21][C:19]=2[N:20]=1)[CH3:2].[NH2:30][CH2:31][C:32]([N:34]1[CH2:39][CH2:38][N:37]([CH3:40])[CH2:36][CH2:35]1)=[O:33].CN(C(ON1N=NC2C=CC=CC1=2)=[N+](C)C)C.F[P-](F)(F)(F)(F)F.CCN(C(C)C)C(C)C, predict the reaction product. The product is: [CH3:40][N:37]1[CH2:38][CH2:39][N:34]([C:32](=[O:33])[CH2:31][NH:30][C:12]([C:10]2[CH:9]=[CH:8][C:7]3[N:3]([CH2:1][CH3:2])[C:4]([NH:15][C:16]4[S:17][C:18]5[CH:24]=[C:23]([O:25][C:26]([F:28])([F:27])[F:29])[CH:22]=[CH:21][C:19]=5[N:20]=4)=[N:5][C:6]=3[CH:11]=2)=[O:13])[CH2:35][CH2:36]1.